Dataset: Forward reaction prediction with 1.9M reactions from USPTO patents (1976-2016). Task: Predict the product of the given reaction. (1) The product is: [CH:22]1([NH:21][C:19]([C:18]2[CH:25]=[CH:26][C:27]([CH3:28])=[C:16]([NH:15][C:12]([C:7]3[CH:8]=[CH:9][C:10](=[O:11])[N:5]([C:1]([CH3:2])([CH3:3])[CH3:4])[CH:6]=3)=[O:14])[CH:17]=2)=[O:20])[CH2:24][CH2:23]1. Given the reactants [C:1]([N:5]1[C:10](=[O:11])[CH:9]=[CH:8][C:7]([C:12]([OH:14])=O)=[CH:6]1)([CH3:4])([CH3:3])[CH3:2].[NH2:15][C:16]1[CH:17]=[C:18]([CH:25]=[CH:26][C:27]=1[CH3:28])[C:19]([NH:21][CH:22]1[CH2:24][CH2:23]1)=[O:20].CN(C(ON1N=NC2C=CC=NC1=2)=[N+](C)C)C.F[P-](F)(F)(F)(F)F.CCN(C(C)C)C(C)C, predict the reaction product. (2) Given the reactants [OH:1][CH2:2][CH2:3][O:4][C:5]1[CH:6]=[C:7]2[C:12](=[CH:13][CH:14]=1)[N:11]=[CH:10][CH:9]=[C:8]2[S:15][C:16]1([C:20]([O:22]CC)=[O:21])[CH2:19][CH2:18][CH2:17]1.[OH-].[Na+], predict the reaction product. The product is: [OH:1][CH2:2][CH2:3][O:4][C:5]1[CH:6]=[C:7]2[C:12](=[CH:13][CH:14]=1)[N:11]=[CH:10][CH:9]=[C:8]2[S:15][C:16]1([C:20]([OH:22])=[O:21])[CH2:19][CH2:18][CH2:17]1. (3) Given the reactants [CH3:1][C:2]1[CH:19]=[CH:18][CH:17]=[C:16]([CH3:20])[C:3]=1[CH2:4][O:5][C:6]1[CH:7]=[C:8]([CH2:12][C:13](O)=[O:14])[CH:9]=[CH:10][CH:11]=1.F[P-](F)(F)(F)(F)F.[N:28]1(O[P+](N(C)C)(N(C)C)N(C)C)C2C=CC=CC=2N=N1.C(N(CC)CC)C.N, predict the reaction product. The product is: [CH3:1][C:2]1[CH:19]=[CH:18][CH:17]=[C:16]([CH3:20])[C:3]=1[CH2:4][O:5][C:6]1[CH:7]=[C:8]([CH2:12][C:13]([NH2:28])=[O:14])[CH:9]=[CH:10][CH:11]=1. (4) The product is: [F:1][C:2]1[CH:3]=[CH:4][C:5]([N:8]2[C:16]3[C:11](=[CH:12][C:13]([CH:17]([C:23]4[CH:24]=[CH:25][CH:26]=[CH:27][CH:28]=4)[C:18]([CH3:22])([CH3:21])[CH:19]([OH:20])[CH3:29])=[CH:14][CH:15]=3)[CH:10]=[N:9]2)=[CH:6][CH:7]=1. Given the reactants [F:1][C:2]1[CH:7]=[CH:6][C:5]([N:8]2[C:16]3[C:11](=[CH:12][C:13]([CH:17]([C:23]4[CH:28]=[CH:27][CH:26]=[CH:25][CH:24]=4)[C:18]([CH3:22])([CH3:21])[CH:19]=[O:20])=[CH:14][CH:15]=3)[CH:10]=[N:9]2)=[CH:4][CH:3]=1.[CH3:29][Mg]Br, predict the reaction product. (5) Given the reactants Cl.C[O:3][C:4](=[O:16])[C@H:5]([CH2:7][C:8]1[CH:13]=[CH:12][C:11]([F:14])=[C:10]([Br:15])[CH:9]=1)[NH2:6].[Cl:17][C:18]1[C:26]([Cl:27])=[CH:25][C:21]([C:22](O)=[O:23])=[C:20]([NH:28][S:29]([C:32]2[C:33]3[N:34]=[CH:35][CH:36]=[N:37][C:38]=3[CH:39]=[CH:40][CH:41]=2)(=[O:31])=[O:30])[CH:19]=1.N1C2C=CC=C(S(Cl)(=O)=O)C=2N=CC=1, predict the reaction product. The product is: [Br:15][C:10]1[CH:9]=[C:8]([CH2:7][C@H:5]([NH:6][C:22](=[O:23])[C:21]2[CH:25]=[C:26]([Cl:27])[C:18]([Cl:17])=[CH:19][C:20]=2[NH:28][S:29]([C:32]2[C:33]3[N:34]=[CH:35][CH:36]=[N:37][C:38]=3[CH:39]=[CH:40][CH:41]=2)(=[O:31])=[O:30])[C:4]([OH:3])=[O:16])[CH:13]=[CH:12][C:11]=1[F:14]. (6) Given the reactants [N:1]1([C:6]([O:8][C:9]([CH3:12])([CH3:11])[CH3:10])=[O:7])[CH2:5][CH2:4][CH2:3][NH:2]1.Br[C:14]1[CH:19]=[N:18][CH:17]=[C:16](/[CH:20]=[CH:21]/[C:22]2[N:23]([CH3:33])[CH:24]=[C:25]([C:27]3[CH:32]=[CH:31][CH:30]=[CH:29][CH:28]=3)[N:26]=2)[N:15]=1.O.C(=O)([O-])[O-].[K+].[K+].CC1(C)C2C(=C(P(C3C=CC=CC=3)C3C=CC=CC=3)C=CC=2)OC2C(P(C3C=CC=CC=3)C3C=CC=CC=3)=CC=CC1=2, predict the reaction product. The product is: [CH3:33][N:23]1[CH:24]=[C:25]([C:27]2[CH:28]=[CH:29][CH:30]=[CH:31][CH:32]=2)[N:26]=[C:22]1/[CH:21]=[CH:20]/[C:16]1[N:15]=[C:14]([N:2]2[CH2:3][CH2:4][CH2:5][N:1]2[C:6]([O:8][C:9]([CH3:12])([CH3:11])[CH3:10])=[O:7])[CH:19]=[N:18][CH:17]=1. (7) Given the reactants [CH2:1]([OH:23])[C@H:2]1[O:7][C@H:6]([O:8][C@]2(CO)O[C@H](CO)[C@@H](O)[C@@H]2O)[C@H:5]([OH:20])[C@@H:4]([OH:21])[C@@H:3]1[OH:22].C(O)C(N)(CO)CO.Cl, predict the reaction product. The product is: [O:8]=[CH:6][C@@H:5]([C@H:4]([C@@H:3]([C@@H:2]([CH2:1][OH:23])[OH:7])[OH:22])[OH:21])[OH:20]. (8) Given the reactants [Cl:1][C:2]1[CH:3]=[C:4]([CH:6]=[CH:7][C:8]=1[O:9][C:10]1[C:19]2[C:14](=[CH:15][C:16]([O:22][CH3:23])=[C:17]([O:20][CH3:21])[CH:18]=2)[N:13]=[CH:12][N:11]=1)[NH2:5].C(N(CC)CC)C.Cl[C:32](Cl)([O:34]C(=O)OC(Cl)(Cl)Cl)Cl.[NH2:43][C:44]1[O:48][N:47]=[C:46]([CH3:49])[CH:45]=1, predict the reaction product. The product is: [Cl:1][C:2]1[CH:3]=[C:4]([NH:5][C:32]([NH:43][C:44]2[O:48][N:47]=[C:46]([CH3:49])[CH:45]=2)=[O:34])[CH:6]=[CH:7][C:8]=1[O:9][C:10]1[C:19]2[C:14](=[CH:15][C:16]([O:22][CH3:23])=[C:17]([O:20][CH3:21])[CH:18]=2)[N:13]=[CH:12][N:11]=1. (9) Given the reactants [C:1]([C:3]1[CH:8]=[CH:7][C:6]([C@@H:9]2[C:14]([C:15]#[N:16])=[C:13]([CH3:17])[N:12]([C:18]3[CH:23]=[CH:22][CH:21]=[C:20]([C:24]([F:27])([F:26])[F:25])[CH:19]=3)[C:11](=[O:28])[NH:10]2)=[C:5]([S:29]([CH3:32])(=[O:31])=[O:30])[CH:4]=1)#[N:2].[H-].[Na+].[CH:35]1([S:38](Cl)(=[O:40])=[O:39])[CH2:37][CH2:36]1, predict the reaction product. The product is: [C:1]([C:3]1[CH:8]=[CH:7][C:6]([C@@H:9]2[C:14]([C:15]#[N:16])=[C:13]([CH3:17])[N:12]([C:18]3[CH:23]=[CH:22][CH:21]=[C:20]([C:24]([F:27])([F:26])[F:25])[CH:19]=3)[C:11](=[O:28])[N:10]2[S:38]([CH:35]2[CH2:37][CH2:36]2)(=[O:40])=[O:39])=[C:5]([S:29]([CH3:32])(=[O:31])=[O:30])[CH:4]=1)#[N:2].